Dataset: Forward reaction prediction with 1.9M reactions from USPTO patents (1976-2016). Task: Predict the product of the given reaction. (1) Given the reactants [Br:1][C:2]1[C:3]([O:11][CH2:12][CH:13]2[CH2:15][CH2:14]2)=[N:4][CH:5]=[C:6]([N+:8]([O-])=O)[CH:7]=1.[Cl-].[NH4+].O.C(O)C, predict the reaction product. The product is: [Br:1][C:2]1[CH:7]=[C:6]([NH2:8])[CH:5]=[N:4][C:3]=1[O:11][CH2:12][CH:13]1[CH2:15][CH2:14]1. (2) Given the reactants [C:1]([O:5][C:6](=[O:22])[NH:7][CH2:8][C@@H:9]1[CH2:11][C@H:10]1[C:12]1[C:13]2[N:14]([N:18]=[C:19]([CH3:21])[CH:20]=2)[CH:15]=[CH:16][CH:17]=1)([CH3:4])([CH3:3])[CH3:2].CC(NCCC#N)CC1C=CC=CC=1.Cl.C(=O)=O, predict the reaction product. The product is: [C:1]([O:5][C:6](=[O:22])[NH:7][CH2:8][C@H:9]1[CH2:11][C@@H:10]1[C:12]1[C:13]2[N:14]([N:18]=[C:19]([CH3:21])[CH:20]=2)[CH:15]=[CH:16][CH:17]=1)([CH3:4])([CH3:3])[CH3:2]. (3) Given the reactants [CH3:1][O:2][C:3](=[O:14])[C:4]1[CH:9]=[C:8]([C:10]#[N:11])[C:7](O)=[N:6][C:5]=1[CH3:13].P(Cl)(Cl)(Cl)(Cl)[Cl:16], predict the reaction product. The product is: [Cl:16][C:7]1[C:8]([C:10]#[N:11])=[CH:9][C:4]([C:3]([O:2][CH3:1])=[O:14])=[C:5]([CH3:13])[N:6]=1. (4) Given the reactants [CH2:1]([O:3][C:4]1[CH:5]=[C:6]([CH:25]=[C:26]([O:29][CH2:30][CH3:31])[C:27]=1[F:28])[CH2:7][N:8]1[CH2:13][CH2:12][CH:11]([NH:14][C:15]2[O:16][C:17]3[C:23]([NH2:24])=[CH:22][CH:21]=[CH:20][C:18]=3[N:19]=2)[CH2:10][CH2:9]1)[CH3:2].C(N(C(C)C)C(C)C)C.[CH3:41][N:42]1[CH:46]=[C:45]([S:47](Cl)(=[O:49])=[O:48])[N:44]=[CH:43]1, predict the reaction product. The product is: [CH2:1]([O:3][C:4]1[CH:5]=[C:6]([CH:25]=[C:26]([O:29][CH2:30][CH3:31])[C:27]=1[F:28])[CH2:7][N:8]1[CH2:13][CH2:12][CH:11]([NH:14][C:15]2[O:16][C:17]3[C:23]([NH:24][S:47]([C:45]4[N:44]=[CH:43][N:42]([CH3:41])[CH:46]=4)(=[O:49])=[O:48])=[CH:22][CH:21]=[CH:20][C:18]=3[N:19]=2)[CH2:10][CH2:9]1)[CH3:2]. (5) Given the reactants N[C:2]1[CH:11]=[C:10]([S:12]([CH3:15])(=[O:14])=[O:13])[CH:9]=[CH:8][C:3]=1[C:4]([O:6][CH3:7])=[O:5].S(=O)(=O)(O)O.N([O-])=O.[Na+].[I-:25].[K+], predict the reaction product. The product is: [I:25][C:2]1[CH:11]=[C:10]([S:12]([CH3:15])(=[O:14])=[O:13])[CH:9]=[CH:8][C:3]=1[C:4]([O:6][CH3:7])=[O:5]. (6) Given the reactants [N:1]1[CH:6]=[CH:5][CH:4]=[CH:3][C:2]=1[CH2:7][CH2:8][NH:9][C:10]([C:12]1[C:13]([C:18]2[CH:23]=[CH:22][CH:21]=[CH:20][C:19]=2[CH2:24][NH2:25])=[CH:14][CH:15]=[CH:16][CH:17]=1)=[O:11].N1C=CC=CC=1CCNC(C1C(C2C=CC=CC=2C([C:51]([O:53][CH:54]([CH3:65])[C:55]2[CH:60]=[CH:59][C:58]([C:61]([F:64])([F:63])[F:62])=[CH:57][CH:56]=2)=[O:52])N)=CC=CC=1)=O, predict the reaction product. The product is: [N:1]1[CH:6]=[CH:5][CH:4]=[CH:3][C:2]=1[CH2:7][CH2:8][NH:9][C:10]([C:12]1[C:13]([C:18]2[CH:23]=[CH:22][CH:21]=[CH:20][C:19]=2[CH2:24][NH:25][C:51]([O:53][CH:54]([CH3:65])[C:55]2[CH:56]=[CH:57][C:58]([C:61]([F:62])([F:64])[F:63])=[CH:59][CH:60]=2)=[O:52])=[CH:14][CH:15]=[CH:16][CH:17]=1)=[O:11].